Dataset: Ames mutagenicity test results for genotoxicity prediction. Task: Regression/Classification. Given a drug SMILES string, predict its toxicity properties. Task type varies by dataset: regression for continuous values (e.g., LD50, hERG inhibition percentage) or binary classification for toxic/non-toxic outcomes (e.g., AMES mutagenicity, cardiotoxicity, hepatotoxicity). Dataset: ames. (1) The molecule is CC(C)(C)OC(=O)/C=C/c1ccc([N+](=O)[O-])o1. The result is 1 (mutagenic). (2) The drug is CC(N)(CN=[N+]=[N-])C(=O)O. The result is 1 (mutagenic). (3) The drug is CC(=O)N(O)c1ccc2ccc3cccc4ccc1c2c34. The result is 1 (mutagenic). (4) The drug is O=[N+]([O-])c1ccc2c(c1)Cc1ccccc1-2. The result is 1 (mutagenic). (5) The drug is C[CH-][N+](=O)[O-]. The result is 0 (non-mutagenic). (6) The drug is COc1ccc(OC)c(N=Nc2c(O)ccc3ccccc23)c1. The result is 1 (mutagenic).